Dataset: Forward reaction prediction with 1.9M reactions from USPTO patents (1976-2016). Task: Predict the product of the given reaction. (1) Given the reactants CCN(C(C)C)C(C)C.[OH:10][C:11]1[CH:12]=[CH:13][CH:14]=[C:15]2[C:20]=1[O:19][C:18](=[O:21])[C:17]([C:22]([OH:24])=O)=[CH:16]2.CN(C(ON1N=NC2C=CC=NC1=2)=[N+](C)C)C.F[P-](F)(F)(F)(F)F.[CH3:49][N:50]([CH3:64])[C:51]1[N:56]=[CH:55][C:54]([C:57]2[CH:58]=[C:59]([NH2:63])[CH:60]=[CH:61][CH:62]=2)=[CH:53][CH:52]=1, predict the reaction product. The product is: [CH3:49][N:50]([CH3:64])[C:51]1[N:56]=[CH:55][C:54]([C:57]2[CH:58]=[C:59]([NH:63][C:22]([C:17]3[C:18](=[O:21])[O:19][C:20]4[C:15]([CH:16]=3)=[CH:14][CH:13]=[CH:12][C:11]=4[OH:10])=[O:24])[CH:60]=[CH:61][CH:62]=2)=[CH:53][CH:52]=1. (2) Given the reactants [C:1]([C:5]1[CH:10]=[CH:9][C:8]([C:11]#[C:12][C:13]2[CH:18]=[CH:17][C:16]([NH2:19])=[C:15]([CH3:20])[CH:14]=2)=[CH:7][CH:6]=1)([CH3:4])([CH3:3])[CH3:2].[CH3:21][C:22]1[O:23][C:24](=O)[C:25]2[CH:31]=[CH:30][CH:29]=[CH:28][C:26]=2[N:27]=1, predict the reaction product. The product is: [C:1]([C:5]1[CH:10]=[CH:9][C:8]([C:11]#[C:12][C:13]2[CH:18]=[CH:17][C:16]([N:19]3[C:24](=[O:23])[C:25]4[C:26](=[CH:28][CH:29]=[CH:30][CH:31]=4)[N:27]=[C:22]3[CH3:21])=[C:15]([CH3:20])[CH:14]=2)=[CH:7][CH:6]=1)([CH3:4])([CH3:3])[CH3:2]. (3) The product is: [OH:6][C:7]1[CH:8]=[C:9]2[C:14](=[CH:15][C:16]=1[O:17][CH3:18])[N:13]=[CH:12][N:11]=[C:10]2[NH:19][C:20]1[CH:25]=[C:24]([NH:26][C:27]([C:29]2[CH:34]=[CH:33][N:32]=[C:31]([N:35]3[CH2:36][CH2:37][O:38][CH2:39][CH2:40]3)[CH:30]=2)=[O:28])[CH:23]=[CH:22][C:21]=1[CH3:41]. Given the reactants Cl.Cl.C([O:6][C:7]1[CH:8]=[C:9]2[C:14](=[CH:15][C:16]=1[O:17][CH3:18])[N:13]=[CH:12][N:11]=[C:10]2[NH:19][C:20]1[CH:25]=[C:24]([NH:26][C:27]([C:29]2[CH:34]=[CH:33][N:32]=[C:31]([N:35]3[CH2:40][CH2:39][O:38][CH2:37][CH2:36]3)[CH:30]=2)=[O:28])[CH:23]=[CH:22][C:21]=1[CH3:41])(=O)C.N, predict the reaction product. (4) Given the reactants C([O:3][C:4](=[O:36])[C:5]([O:8][C:9]1[CH:14]=[CH:13][C:12]([O:15][CH2:16][CH2:17][C:18]2[N:19]=[C:20]([C:24]3[CH:25]=[C:26]([C:30]4[CH:35]=[CH:34][CH:33]=[CH:32][CH:31]=4)[CH:27]=[CH:28][CH:29]=3)[O:21][C:22]=2[CH3:23])=[CH:11][CH:10]=1)([CH3:7])[CH3:6])C.[OH-].[Na+].Cl.C(OCC)(=O)C, predict the reaction product. The product is: [C:26]1([C:30]2[CH:35]=[CH:34][CH:33]=[CH:32][CH:31]=2)[CH:27]=[CH:28][CH:29]=[C:24]([C:20]2[O:21][C:22]([CH3:23])=[C:18]([CH2:17][CH2:16][O:15][C:12]3[CH:13]=[CH:14][C:9]([O:8][C:5]([CH3:7])([CH3:6])[C:4]([OH:36])=[O:3])=[CH:10][CH:11]=3)[N:19]=2)[CH:25]=1. (5) Given the reactants C1(C[O:8][C:9]2[CH:10]=[C:11]([C:21]3[NH:22][C:23]4[C:28]([N:29]=3)=[CH:27][N:26]=[CH:25][N:24]=4)[CH:12]=[C:13]([O:15][C@H:16]3[CH2:20][CH2:19][O:18][CH2:17]3)[CH:14]=2)C=CC=CC=1, predict the reaction product. The product is: [N:26]1[CH:27]=[C:28]2[C:23]([NH:22][C:21]([C:11]3[CH:10]=[C:9]([OH:8])[CH:14]=[C:13]([O:15][C@H:16]4[CH2:20][CH2:19][O:18][CH2:17]4)[CH:12]=3)=[N:29]2)=[N:24][CH:25]=1. (6) Given the reactants C(OC([N:11]1[CH2:15][C@H:14]([F:16])[C@H:13]2[O:17][CH2:18][C:19]([O:22][CH3:23])([O:20][CH3:21])[C@@H:12]12)=O)C1C=CC=CC=1, predict the reaction product. The product is: [F:16][C@H:14]1[CH2:15][NH:11][C@@H:12]2[C:19]([O:20][CH3:21])([O:22][CH3:23])[CH2:18][O:17][C@H:13]12. (7) Given the reactants [CH2:1]([O:8][C:9]1[CH:10]=[C:11]2[C:16](=[CH:17][C:18]=1[O:19][CH3:20])[CH:15](/[CH:21]=[CH:22]/[C:23]1[CH:28]=[C:27]([O:29][CH2:30][C:31]3[CH:36]=[CH:35][CH:34]=[CH:33][CH:32]=3)[C:26]([O:37][CH3:38])=[CH:25][C:24]=1[CH3:39])[NH:14][CH2:13][CH2:12]2)[C:2]1[CH:7]=[CH:6][CH:5]=[CH:4][CH:3]=1.[NH2:40][C:41]1[N:46]=[C:45]([C:47](O)=[O:48])[CH:44]=[CH:43][CH:42]=1.CCN(C(C)C)C(C)C.CN(C(ON1N=NC2C=CC=NC1=2)=[N+](C)C)C.F[P-](F)(F)(F)(F)F, predict the reaction product. The product is: [NH2:40][C:41]1[N:46]=[C:45]([C:47]([N:14]2[CH2:13][CH2:12][C:11]3[C:16](=[CH:17][C:18]([O:19][CH3:20])=[C:9]([O:8][CH2:1][C:2]4[CH:7]=[CH:6][CH:5]=[CH:4][CH:3]=4)[CH:10]=3)[CH:15]2/[CH:21]=[CH:22]/[C:23]2[CH:28]=[C:27]([O:29][CH2:30][C:31]3[CH:32]=[CH:33][CH:34]=[CH:35][CH:36]=3)[C:26]([O:37][CH3:38])=[CH:25][C:24]=2[CH3:39])=[O:48])[CH:44]=[CH:43][CH:42]=1.